From a dataset of Forward reaction prediction with 1.9M reactions from USPTO patents (1976-2016). Predict the product of the given reaction. (1) The product is: [CH2:1]([NH:5][C:6]([C:8]1[CH:13]=[CH:12][C:11]([C:18]2[CH:19]=[CH:20][C:21]([O:24][CH2:25][CH:26]3[CH2:27][CH2:28][N:29]([C:32]([O:34][CH:35]([CH3:37])[CH3:36])=[O:33])[CH2:30][CH2:31]3)=[CH:22][CH:23]=2)=[CH:10][CH:9]=1)=[O:7])[CH2:2][CH2:3][CH3:4]. Given the reactants [CH2:1]([NH:5][C:6]([C:8]1[CH:13]=[CH:12][C:11](B(O)O)=[CH:10][CH:9]=1)=[O:7])[CH2:2][CH2:3][CH3:4].Br[C:18]1[CH:23]=[CH:22][C:21]([O:24][CH2:25][CH:26]2[CH2:31][CH2:30][N:29]([C:32]([O:34][CH:35]([CH3:37])[CH3:36])=[O:33])[CH2:28][CH2:27]2)=[CH:20][CH:19]=1, predict the reaction product. (2) Given the reactants [CH3:1][O:2][CH2:3][CH2:4][OH:5].[H-].[Na+].Cl[C:9]1[CH:14]=[C:13]([NH:15][C@@H:16]2[CH2:21][CH2:20][C@H:19]([C:22]([NH:24][CH:25]([CH3:27])[CH3:26])=[O:23])[CH2:18][CH2:17]2)[C:12]([N+:28]([O-:30])=[O:29])=[CH:11][N:10]=1, predict the reaction product. The product is: [CH:25]([NH:24][C:22]([C@H:19]1[CH2:20][CH2:21][C@@H:16]([NH:15][C:13]2[C:12]([N+:28]([O-:30])=[O:29])=[CH:11][N:10]=[C:9]([O:5][CH2:4][CH2:3][O:2][CH3:1])[CH:14]=2)[CH2:17][CH2:18]1)=[O:23])([CH3:27])[CH3:26]. (3) Given the reactants CN(C)C=O.[C:6](Cl)(=[O:10])[C:7](Cl)=O.[CH:12]([C:15]1[NH:16][C:17]([C:31]2[CH:36]=[CH:35][CH:34]=[C:33]([CH3:37])[N:32]=2)=[C:18]([C:20]2[CH:25]=[CH:24][CH:23]=[C:22]([C:26]3[NH:27]C=[CH:29][CH:30]=3)[CH:21]=2)[N:19]=1)([CH3:14])[CH3:13].C(=O)(O)[O-].[Na+], predict the reaction product. The product is: [CH:12]([C:15]1[NH:16][C:17]([C:31]2[CH:36]=[CH:35][CH:34]=[C:33]([CH3:37])[N:32]=2)=[C:18]([C:20]2[CH:21]=[C:22]([C:26]3[NH:27][C:7]([CH:6]=[O:10])=[CH:29][CH:30]=3)[CH:23]=[CH:24][CH:25]=2)[N:19]=1)([CH3:14])[CH3:13]. (4) Given the reactants CC1(C)C(C)(C)OB([C:9]2[CH:14]=[CH:13][N:12]=[C:11]3[N:15]([S:31]([C:34]4[CH:40]=[CH:39][C:37]([CH3:38])=[CH:36][CH:35]=4)(=[O:33])=[O:32])[C:16]([C:18]4[CH2:23][CH2:22][N:21]([C:24]([O:26][C:27]([CH3:30])([CH3:29])[CH3:28])=[O:25])[CH2:20][CH:19]=4)=[CH:17][C:10]=23)O1.Br[C:43]1[CH:44]=[CH:45][C:46]2[N:50]=[N:49][N:48]([CH2:51][CH:52]3[CH2:57][CH2:56][O:55][CH2:54][CH2:53]3)[C:47]=2[CH:58]=1.C(=O)(O)[O-].[Na+], predict the reaction product. The product is: [O:55]1[CH2:56][CH2:57][CH:52]([CH2:51][N:48]2[C:47]3[CH:58]=[C:43]([C:9]4[CH:14]=[CH:13][N:12]=[C:11]5[N:15]([S:31]([C:34]6[CH:35]=[CH:36][C:37]([CH3:38])=[CH:39][CH:40]=6)(=[O:33])=[O:32])[C:16]([C:18]6[CH2:23][CH2:22][N:21]([C:24]([O:26][C:27]([CH3:30])([CH3:29])[CH3:28])=[O:25])[CH2:20][CH:19]=6)=[CH:17][C:10]=45)[CH:44]=[CH:45][C:46]=3[N:50]=[N:49]2)[CH2:53][CH2:54]1. (5) The product is: [CH3:24][CH:25]([C:27]1[CH:38]=[N:37][C:36]([C:30]2[CH:35]=[CH:34][CH:33]=[CH:32][CH:31]=2)=[N:41][CH:40]=1)[C:26]#[CH:2]. Given the reactants [Cl-].[CH3:2]OC[P+](C1C=CC=CC=1)(C1C=CC=CC=1)C1C=CC=CC=1.[CH3:24][C:25]([O-])([CH3:27])[CH3:26].[Na+].[C:30]1([C:36]2[N:41]=[CH:40]C(C(=O)C)=[CH:38][N:37]=2)[CH:35]=[CH:34][CH:33]=[CH:32][CH:31]=1.C([O-])([O-])=O.[K+].[K+], predict the reaction product. (6) Given the reactants [Br:1][C:2]1[CH:7]=[C:6]([Cl:8])[CH:5]=[CH:4][C:3]=1[C@@H:9]([NH:12][C:13](=[O:19])[O:14][C:15]([CH3:18])([CH3:17])[CH3:16])[CH:10]=[O:11].[Cl:20][C:21]1[CH:22]=[C:23]([Mg]Br)[CH:24]=[CH:25][CH:26]=1, predict the reaction product. The product is: [Br:1][C:2]1[CH:7]=[C:6]([Cl:8])[CH:5]=[CH:4][C:3]=1[C@@H:9]([NH:12][C:13](=[O:19])[O:14][C:15]([CH3:16])([CH3:18])[CH3:17])[C@@H:10]([C:25]1[CH:24]=[CH:23][CH:22]=[C:21]([Cl:20])[CH:26]=1)[OH:11].